From a dataset of Full USPTO retrosynthesis dataset with 1.9M reactions from patents (1976-2016). Predict the reactants needed to synthesize the given product. Given the product [CH3:36][O:37][CH2:38][C:39]1[CH:40]=[CH:41][C:42]([O:47][CH2:48][C:49]([F:50])([F:51])[F:52])=[C:43]([CH:44]=1)[CH2:45][NH:46][C:31]([NH:15][C:12]1[N:11]([C:16]2[CH:21]=[CH:20][CH:19]=[CH:18][CH:17]=2)[N:10]=[C:9]([C:6]2[CH:5]=[N:4][C:3]([O:2][CH3:1])=[N:8][CH:7]=2)[C:13]=1[CH3:14])=[O:32], predict the reactants needed to synthesize it. The reactants are: [CH3:1][O:2][C:3]1[N:8]=[CH:7][C:6]([C:9]2[C:13]([CH3:14])=[C:12]([NH2:15])[N:11]([C:16]3[CH:21]=[CH:20][CH:19]=[CH:18][CH:17]=3)[N:10]=2)=[CH:5][N:4]=1.C1(C2C=CC([CH2:31][O:32]C)=CC=2CN)CC1.[CH3:36][O:37][CH2:38][C:39]1[CH:40]=[CH:41][C:42]([O:47][CH2:48][C:49]([F:52])([F:51])[F:50])=[C:43]([CH2:45][NH2:46])[CH:44]=1.